This data is from Catalyst prediction with 721,799 reactions and 888 catalyst types from USPTO. The task is: Predict which catalyst facilitates the given reaction. (1) Product: [C:1]([O:5][C:6]([N:8]1[CH2:12][C@@H:11]([F:13])[CH2:10][C@H:9]1[C:14]([OH:16])=[O:15])=[O:7])([CH3:4])([CH3:2])[CH3:3]. The catalyst class is: 5. Reactant: [C:1]([O:5][C:6]([N:8]1[CH2:12][C@@H:11]([F:13])[CH2:10][C@H:9]1[C:14]([O:16]C)=[O:15])=[O:7])([CH3:4])([CH3:3])[CH3:2].[OH-].[Na+]. (2) Product: [CH:1]1([C:4]2[CH:5]=[N:6][CH:7]=[C:8]([CH:11]=2)[C:9](=[NH:10])[O:12][CH2:13][CH3:14])[CH2:2][CH2:3]1. Reactant: [CH:1]1([C:4]2[CH:5]=[N:6][CH:7]=[C:8]([CH:11]=2)[C:9]#[N:10])[CH2:3][CH2:2]1.[O-:12][CH2:13][CH3:14].[Na+]. The catalyst class is: 8. (3) Reactant: [NH2:1][C:2]1[N:7]=[C:6]([C:8]2[CH:13]=[CH:12][C:11]([CH2:14][C@H:15]([NH:19]C(OC(C)(C)C)=O)[C:16]([OH:18])=[O:17])=[CH:10][CH:9]=2)[CH:5]=[C:4]([O:27][CH:28]([C:33]2[CH:38]=[CH:37][CH:36]=[CH:35][C:34]=2[C:39]2[CH:40]=[N:41][C:42]([C:45]#[N:46])=[CH:43][CH:44]=2)[C:29]([F:32])([F:31])[F:30])[N:3]=1. Product: [NH2:19][C@@H:15]([CH2:14][C:11]1[CH:10]=[CH:9][C:8]([C:6]2[CH:5]=[C:4]([O:27][CH:28]([C:33]3[CH:38]=[CH:37][CH:36]=[CH:35][C:34]=3[C:39]3[CH:40]=[N:41][C:42]([C:45]#[N:46])=[CH:43][CH:44]=3)[C:29]([F:32])([F:30])[F:31])[N:3]=[C:2]([NH2:1])[N:7]=2)=[CH:13][CH:12]=1)[C:16]([OH:18])=[O:17]. The catalyst class is: 330. (4) Reactant: [Cl:1][C:2]1[CH:7]=[CH:6][C:5]([NH:8][C:9]2[N:13]([CH3:14])[C:12]3[CH:15]=[CH:16][C:17]([O:19][C:20]4[CH:25]=[CH:24][N:23]=[C:22]([C:26]([NH:28][CH3:29])=[O:27])[CH:21]=4)=[CH:18][C:11]=3[N:10]=2)=[CH:4][C:3]=1[N+:30]([O-])=O. Product: [NH2:30][C:3]1[CH:4]=[C:5]([NH:8][C:9]2[N:13]([CH3:14])[C:12]3[CH:15]=[CH:16][C:17]([O:19][C:20]4[CH:25]=[CH:24][N:23]=[C:22]([C:26]([NH:28][CH3:29])=[O:27])[CH:21]=4)=[CH:18][C:11]=3[N:10]=2)[CH:6]=[CH:7][C:2]=1[Cl:1]. The catalyst class is: 180. (5) Reactant: [NH2:1][C:2]1[C:7]([NH2:8])=[CH:6][CH:5]=[CH:4][C:3]=1[N+:9]([O-:11])=[O:10].[C:12](O)(=[O:16])[C:13](O)=[O:14]. Product: [OH:14][C:13]1[C:12]([OH:16])=[N:1][C:2]2[C:7](=[CH:6][CH:5]=[CH:4][C:3]=2[N+:9]([O-:11])=[O:10])[N:8]=1. The catalyst class is: 15. (6) Reactant: [O:1]1[CH2:3][C@H:2]1[CH2:4][O:5][C:6]1[C:18]2[C:17]3[C:12](=[CH:13][CH:14]=[CH:15][CH:16]=3)[NH:11][C:10]=2[CH:9]=[CH:8][CH:7]=1.[NH2:19][CH2:20][CH2:21][CH2:22][O:23][C:24]1[CH:29]=[CH:28][C:27]([C:30]2[CH2:31][CH2:32][C:33](=[O:36])[NH:34][N:35]=2)=[CH:26][C:25]=1[Cl:37]. Product: [CH:9]1[C:10]2[NH:11][C:12]3[C:17](=[CH:16][CH:15]=[CH:14][CH:13]=3)[C:18]=2[C:6]([O:5][CH2:4][C@@H:2]([OH:1])[CH2:3][NH:19][CH2:20][CH2:21][CH2:22][O:23][C:24]2[CH:29]=[CH:28][C:27]([C:30]3[CH2:31][CH2:32][C:33](=[O:36])[NH:34][N:35]=3)=[CH:26][C:25]=2[Cl:37])=[CH:7][CH:8]=1. The catalyst class is: 8.